This data is from Full USPTO retrosynthesis dataset with 1.9M reactions from patents (1976-2016). The task is: Predict the reactants needed to synthesize the given product. (1) Given the product [Br:1][C:2]1[CH:3]=[N:4][CH:5]=[CH:6][C:7]=1[CH:8]([OH:9])[CH3:10], predict the reactants needed to synthesize it. The reactants are: [Br:1][C:2]1[CH:3]=[N:4][CH:5]=[CH:6][C:7]=1[CH:8]=[O:9].[CH3:10][Mg]Br.CCOCC.[NH4+].[Cl-]. (2) Given the product [CH3:8][C:5]([O:9][C:10]1[CH:11]=[CH:12][C:13]([OH:16])=[CH:14][CH:15]=1)([CH2:6][CH3:7])[C:4]([O:3][CH2:1][CH3:2])=[O:24], predict the reactants needed to synthesize it. The reactants are: [CH2:1]([O:3][C:4](=[O:24])[C:5]([O:9][C:10]1[CH:15]=[CH:14][C:13]([O:16]CC2C=CC=CC=2)=[CH:12][CH:11]=1)([CH3:8])[CH2:6][CH3:7])[CH3:2]. (3) Given the product [CH2:34]([N:41]1[CH2:46][CH2:45][C@@H:44]([CH3:47])[C@@H:43]([NH:48][C:49]2[C:50]3[CH:59]=[CH:58][N:57]([CH2:60][O:61][CH2:62][CH2:63][Si:64]([CH3:67])([CH3:66])[CH3:65])[C:51]=3[N:52]=[CH:53][C:54]=2[CH:24]=[CH:4][O:3][CH3:2])[CH2:42]1)[C:35]1[CH:36]=[CH:37][CH:38]=[CH:39][CH:40]=1, predict the reactants needed to synthesize it. The reactants are: [Cl-].[CH3:2][O:3][CH2:4][P+](C1C=CC=CC=1)(C1C=CC=CC=1)C1C=CC=CC=1.[CH3:24][Si]([N-][Si](C)(C)C)(C)C.[Na+].[CH2:34]([N:41]1[CH2:46][CH2:45][C@@H:44]([CH3:47])[C@@H:43]([NH:48][C:49]2[C:54](C=O)=[CH:53][N:52]=[C:51]3[N:57]([CH2:60][O:61][CH2:62][CH2:63][Si:64]([CH3:67])([CH3:66])[CH3:65])[CH:58]=[CH:59][C:50]=23)[CH2:42]1)[C:35]1[CH:40]=[CH:39][CH:38]=[CH:37][CH:36]=1.[Cl-].[NH4+]. (4) Given the product [OH:4][C:5]([CH3:1])([CH2:25][C:26]1[CH:27]=[CH:28][CH:29]=[CH:30][CH:31]=1)/[CH:6]=[CH:7]/[C@H:8]1[CH2:12][CH2:11][C:10](=[O:13])[N:9]1[CH2:14][CH2:15][CH2:16][CH2:17][CH2:18][CH2:19][C:20]([OH:22])=[O:21], predict the reactants needed to synthesize it. The reactants are: [CH3:1][Mg+].[Br-].[O:4]=[C:5]([CH2:25][C:26]1[CH:31]=[CH:30][CH:29]=[CH:28][CH:27]=1)/[CH:6]=[CH:7]/[C@H:8]1[CH2:12][CH2:11][C:10](=[O:13])[N:9]1[CH2:14][CH2:15][CH2:16][CH2:17][CH2:18][CH2:19][C:20]([O:22]CC)=[O:21].C[Ce].Cl.[Li+].[OH-]. (5) Given the product [Cl:30][CH2:29][C:28]1[N:23]=[C:16]2[N:17]=[C:18]([CH3:22])[CH:19]=[C:20]([CH3:21])[N:15]2[N:14]=1, predict the reactants needed to synthesize it. The reactants are: CC1C=C(C)C=C(C)C=1S([O-])(=O)=O.[NH2:14][N:15]1[C:20]([CH3:21])=[CH:19][C:18]([CH3:22])=[N:17][C:16]1=[NH2+:23].[OH-].[Na+].CO[C:28](=O)[CH2:29][Cl:30]. (6) Given the product [CH3:23][O:24][C:25](=[O:38])[C@H:26]([NH:30][C:31]([O:33][C:34]([CH3:36])([CH3:35])[CH3:37])=[O:32])[CH2:27][C:28]#[C:29][C:18]1[CH:19]=[CH:20][C:15]([C:14]#[C:13][CH2:12][CH2:11][NH:10][C:9]([O:8][CH2:1][C:2]2[CH:7]=[CH:6][CH:5]=[CH:4][CH:3]=2)=[O:22])=[CH:16][CH:17]=1, predict the reactants needed to synthesize it. The reactants are: [CH2:1]([O:8][C:9](=[O:22])[NH:10][CH2:11][CH2:12][C:13]#[C:14][C:15]1[CH:20]=[CH:19][C:18](I)=[CH:17][CH:16]=1)[C:2]1[CH:7]=[CH:6][CH:5]=[CH:4][CH:3]=1.[CH3:23][O:24][C:25](=[O:38])[C@H:26]([NH:30][C:31]([O:33][C:34]([CH3:37])([CH3:36])[CH3:35])=[O:32])[CH2:27][C:28]#[CH:29].COC(=O)C(NC(OC(C)(C)C)=O)CC#C.